From a dataset of Catalyst prediction with 721,799 reactions and 888 catalyst types from USPTO. Predict which catalyst facilitates the given reaction. (1) Reactant: [OH:1][CH2:2][CH2:3][NH:4][C:5]([C:7]1[CH:8]=[N:9][N:10]([C:12]2[CH:17]=[CH:16][C:15]([O:18][CH2:19][CH2:20][CH2:21][N:22]3[CH2:26][CH2:25][CH2:24][C@H:23]3[CH3:27])=[CH:14][CH:13]=2)[CH:11]=1)=[O:6].[C:28]([Si:32](Cl)([CH3:34])[CH3:33])([CH3:31])([CH3:30])[CH3:29].N1C=CN=C1.CN(C)C=O. Product: [Si:32]([O:1][CH2:2][CH2:3][NH:4][C:5]([C:7]1[CH:8]=[N:9][N:10]([C:12]2[CH:17]=[CH:16][C:15]([O:18][CH2:19][CH2:20][CH2:21][N:22]3[CH2:26][CH2:25][CH2:24][C@H:23]3[CH3:27])=[CH:14][CH:13]=2)[CH:11]=1)=[O:6])([C:28]([CH3:31])([CH3:30])[CH3:29])([CH3:34])[CH3:33]. The catalyst class is: 170. (2) Reactant: [Cl:1][C:2]1[CH:3]=[N:4][C:5]2[C:10]([CH:11]=1)=[CH:9][C:8]([CH:12]=O)=[CH:7][CH:6]=2.Cl.[NH2:15][OH:16]. Product: [Cl:1][C:2]1[CH:3]=[N:4][C:5]2[C:10]([CH:11]=1)=[CH:9][C:8]([CH:12]=[N:15][OH:16])=[CH:7][CH:6]=2. The catalyst class is: 5.